This data is from Catalyst prediction with 721,799 reactions and 888 catalyst types from USPTO. The task is: Predict which catalyst facilitates the given reaction. (1) Reactant: [N:1]1([CH2:6][CH2:7][OH:8])[CH:5]=[CH:4][N:3]=[CH:2]1.[CH:9]1[CH:14]=[C:13]([CH2:15][C:16](O)=[O:17])[C:12]([NH:19][C:20]2[C:25]([Cl:26])=[CH:24][CH:23]=[CH:22][C:21]=2[Cl:27])=[CH:11][CH:10]=1.CN(C1C=CC=CN=1)C.C1(N=C=NC2CCCCC2)CCCCC1. Product: [Cl:26][C:25]1[CH:24]=[CH:23][CH:22]=[C:21]([Cl:27])[C:20]=1[NH:19][C:12]1[CH:11]=[CH:10][CH:9]=[CH:14][C:13]=1[CH2:15][C:16]([O:8][CH2:7][CH2:6][N:1]1[CH:5]=[CH:4][N:3]=[CH:2]1)=[O:17]. The catalyst class is: 866. (2) Reactant: F[C:2]1[CH:7]=[CH:6][CH:5]=[CH:4][C:3]=1[C:8]#[N:9].[NH:10]1[CH:14]=[N:13][CH:12]=[N:11]1.C(=O)([O-])[O-].[Cs+].[Cs+].[N:21]1([C:26]2[CH:31]=[CH:30][CH:29]=[CH:28][C:27]=2[C:32]#[N:33])[CH:25]=[N:24][CH:23]=[N:22]1. Product: [N:21]1([C:26]2[CH:31]=[CH:30][CH:29]=[CH:28][C:27]=2[C:32]#[N:33])[CH:25]=[N:24][CH:23]=[N:22]1.[N:10]1[N:11]=[CH:12][N:13]([C:2]2[CH:7]=[CH:6][CH:5]=[CH:4][C:3]=2[C:8]#[N:9])[CH:14]=1. The catalyst class is: 31.